From a dataset of Reaction yield outcomes from USPTO patents with 853,638 reactions. Predict the reaction yield, written as a fraction of the theoretical maximum amount of product (1.0 means a 100% yield; for example, 0.34 means a 34% yield). (1) The reactants are Cl.CCCCC1N(CC2C=CC(C3C(C4N=NN([C:29]([C:42]5[CH:47]=[CH:46][CH:45]=[CH:44][CH:43]=5)([C:36]5[CH:41]=[CH:40][CH:39]=[CH:38][CH:37]=5)[C:30]5[CH:35]=[CH:34][CH:33]=[CH:32][CH:31]=5)N=4)=CC=CC=3)=CC=2)C(CO)=C(Cl)N=1.[OH-:51].[K+]. The catalyst is CC(C)=O.O. The product is [C:30]1([C:29]([C:36]2[CH:37]=[CH:38][CH:39]=[CH:40][CH:41]=2)([C:42]2[CH:43]=[CH:44][CH:45]=[CH:46][CH:47]=2)[OH:51])[CH:31]=[CH:32][CH:33]=[CH:34][CH:35]=1. The yield is 0.990. (2) The reactants are C1CCC(P(C2C(C3C=CC=CC=3)=CC=CC=2)C2CCCCC2)CC1.Cl[C:27]1[N:32]=[C:31]([NH:33][C:34]2[CH:39]=[CH:38][CH:37]=[CH:36][CH:35]=2)[CH:30]=[CH:29][CH:28]=1.[CH3:40][O:41][C:42]1[CH:43]=[C:44]([NH2:54])[CH:45]=[CH:46][C:47]=1[N:48]1[CH:52]=[C:51]([CH3:53])[N:50]=[CH:49]1.C(=O)([O-])[O-].[K+].[K+]. The catalyst is O1CCOCC1.C([O-])(=O)C.[Pd+2].C([O-])(=O)C.O. The product is [CH3:40][O:41][C:42]1[CH:43]=[C:44]([NH:54][C:27]2[CH:28]=[CH:29][CH:30]=[C:31]([NH:33][C:34]3[CH:39]=[CH:38][CH:37]=[CH:36][CH:35]=3)[N:32]=2)[CH:45]=[CH:46][C:47]=1[N:48]1[CH:52]=[C:51]([CH3:53])[N:50]=[CH:49]1. The yield is 0.230. (3) The reactants are FC(F)(F)C(O)=O.[Cl:8][C:9]1[CH:10]=[C:11]([NH:16][C:17]2[C:26]3[C:21](=[CH:22][C:23]([OH:29])=[C:24]([O:27][CH3:28])[CH:25]=3)[N:20]=[CH:19][N:18]=2)[CH:12]=[CH:13][C:14]=1[Cl:15].CS(O[CH:35]1[CH2:49][C@@H:38]2[CH2:39][N:40]([C:42]([O:44][C:45]([CH3:48])([CH3:47])[CH3:46])=[O:43])[CH2:41][C@@H:37]2[CH2:36]1)(=O)=O.C(=O)([O-])[O-].[K+].[K+]. The catalyst is CN(C)C(=O)C.CO.C(OCC)(=O)C. The product is [Cl:8][C:9]1[CH:10]=[C:11]([NH:16][C:17]2[C:26]3[C:21](=[CH:22][C:23]([O:29][CH:35]4[CH2:49][C@@H:38]5[CH2:39][N:40]([C:42]([O:44][C:45]([CH3:47])([CH3:46])[CH3:48])=[O:43])[CH2:41][C@@H:37]5[CH2:36]4)=[C:24]([O:27][CH3:28])[CH:25]=3)[N:20]=[CH:19][N:18]=2)[CH:12]=[CH:13][C:14]=1[Cl:15]. The yield is 0.980. (4) The reactants are CC1(C)COB([C:8]2[CH:20]=[CH:19][C:11]([O:12][CH2:13][C:14]([CH3:18])([CH3:17])[CH2:15][OH:16])=[CH:10][CH:9]=2)OC1.Br[C:23]1[CH:24]=[C:25]2[C:29](=[CH:30][C:31]=1[Cl:32])[NH:28][CH:27]=[C:26]2[CH:33]=[O:34].C(=O)([O-])[O-].[K+].[K+].C(O)C. The catalyst is C1(C)C=CC=CC=1.C1C=CC(P(C2C=CC=CC=2)[C-]2C=CC=C2)=CC=1.C1C=CC(P(C2C=CC=CC=2)[C-]2C=CC=C2)=CC=1.Cl[Pd]Cl.[Fe+2].C(OCC)(=O)C. The product is [Cl:32][C:31]1[CH:30]=[C:29]2[C:25]([C:26]([CH:33]=[O:34])=[CH:27][NH:28]2)=[CH:24][C:23]=1[C:8]1[CH:9]=[CH:10][C:11]([O:12][CH2:13][C:14]([CH3:17])([CH3:18])[CH2:15][OH:16])=[CH:19][CH:20]=1. The yield is 0.820. (5) The reactants are [Br:1][C:2]1[CH:3]=[C:4]([CH:23]=[CH:24][CH:25]=1)[CH2:5][N:6]1[C:14]2[C:13](=[O:15])[N:12]([CH3:16])[C:11](=[O:17])[N:10]([CH3:18])[C:9]=2[N:8]=[C:7]1[CH2:19][C:20]([OH:22])=[O:21].[CH2:26](O)[CH3:27]. The catalyst is S(=O)(=O)(O)O. The product is [Br:1][C:2]1[CH:3]=[C:4]([CH:23]=[CH:24][CH:25]=1)[CH2:5][N:6]1[C:14]2[C:13](=[O:15])[N:12]([CH3:16])[C:11](=[O:17])[N:10]([CH3:18])[C:9]=2[N:8]=[C:7]1[CH2:19][C:20]([O:22][CH2:26][CH3:27])=[O:21]. The yield is 0.526. (6) The reactants are Cl[C:2]1[N:7]2[N:8]=[C:9]([CH3:11])[N:10]=[C:6]2[C:5]2[CH:12]=[C:13]([Cl:16])[CH:14]=[N:15][C:4]=2[N:3]=1.[N:17]1([C:23]([O:25][C:26]([CH3:29])([CH3:28])[CH3:27])=[O:24])[CH2:22][CH2:21][NH:20][CH2:19][CH2:18]1. The catalyst is CN(C=O)C. The product is [Cl:16][C:13]1[CH:14]=[N:15][C:4]2[N:3]=[C:2]([N:20]3[CH2:19][CH2:18][N:17]([C:23]([O:25][C:26]([CH3:29])([CH3:28])[CH3:27])=[O:24])[CH2:22][CH2:21]3)[N:7]3[N:8]=[C:9]([CH3:11])[N:10]=[C:6]3[C:5]=2[CH:12]=1. The yield is 1.00. (7) The reactants are Cl.C([O:4][C:5]([CH:7]1[CH2:12][CH2:11][CH2:10][CH2:9][N:8]1[C:13]1[CH:18]=[C:17]([NH:19][CH2:20][CH2:21][C:22]2[CH:27]=[CH:26][C:25]([O:28][C:29]([F:32])([F:31])[F:30])=[CH:24][CH:23]=2)[N:16]=[C:15]([O:33][CH3:34])[N:14]=1)=[O:6])C.[OH-:35].[Na+].[OH2:37].[CH3:38]O. No catalyst specified. The product is [F:32][C:29]([F:30])([F:31])[C:38]([OH:37])=[O:35].[CH3:34][O:33][C:15]1[N:14]=[C:13]([N:8]2[CH2:9][CH2:10][CH2:11][CH2:12][CH:7]2[C:5]([OH:6])=[O:4])[CH:18]=[C:17]([NH:19][CH2:20][CH2:21][C:22]2[CH:23]=[CH:24][C:25]([O:28][C:29]([F:31])([F:32])[F:30])=[CH:26][CH:27]=2)[N:16]=1. The yield is 0.790. (8) The reactants are [F:1][C:2]([F:11])([F:10])[C:3]1[CH:4]=[C:5]([CH:7]=[CH:8][CH:9]=1)[NH2:6].[Br:12][C:13]1[CH:14]=[C:15]2[C:20](=[C:21]([N+:24]([O-:26])=[O:25])[C:22]=1[CH3:23])[N:19]=[CH:18][N:17]=[C:16]2Cl. The catalyst is CC(O)C. The product is [Br:12][C:13]1[CH:14]=[C:15]2[C:20](=[C:21]([N+:24]([O-:26])=[O:25])[C:22]=1[CH3:23])[N:19]=[CH:18][N:17]=[C:16]2[NH:6][C:5]1[CH:7]=[CH:8][CH:9]=[C:3]([C:2]([F:10])([F:11])[F:1])[CH:4]=1. The yield is 0.480. (9) The reactants are [OH:1][CH2:2][CH2:3][O:4][C:5]1[CH:20]=[CH:19][C:8]([CH:9]=[C:10]([C:15]([O:17][CH3:18])=[O:16])[C:11]([O:13][CH3:14])=[O:12])=[CH:7][CH:6]=1. The catalyst is CO.[Pd]. The product is [OH:1][CH2:2][CH2:3][O:4][C:5]1[CH:6]=[CH:7][C:8]([CH2:9][CH:10]([C:15]([O:17][CH3:18])=[O:16])[C:11]([O:13][CH3:14])=[O:12])=[CH:19][CH:20]=1. The yield is 0.930.